This data is from Reaction yield outcomes from USPTO patents with 853,638 reactions. The task is: Predict the reaction yield, written as a fraction of the theoretical maximum amount of product (1.0 means a 100% yield; for example, 0.34 means a 34% yield). (1) The reactants are [F:1][C:2]1[CH:3]=[CH:4][C:5]2[N:9]=[C:8]([C:10]3[CH:14]=[C:13]([CH3:15])[O:12][N:11]=3)[N:7]([C:16]3[C:24]4[O:23][CH2:22][C@@H:21]([N:25](C(=O)C(F)(F)F)[C:26]5[CH:39]=[CH:38][C:29]6[C@H:30]([CH2:33][C:34]([O:36]C)=[O:35])[CH2:31][O:32][C:28]=6[CH:27]=5)[C:20]=4[CH:19]=[CH:18][CH:17]=3)[C:6]=2[CH:46]=1.[OH-].[Na+].Cl. The catalyst is O1CCCC1.CO.O. The product is [F:1][C:2]1[CH:3]=[CH:4][C:5]2[N:9]=[C:8]([C:10]3[CH:14]=[C:13]([CH3:15])[O:12][N:11]=3)[N:7]([C:16]3[C:24]4[O:23][CH2:22][C@@H:21]([NH:25][C:26]5[CH:39]=[CH:38][C:29]6[C@H:30]([CH2:33][C:34]([OH:36])=[O:35])[CH2:31][O:32][C:28]=6[CH:27]=5)[C:20]=4[CH:19]=[CH:18][CH:17]=3)[C:6]=2[CH:46]=1. The yield is 0.880. (2) The reactants are [F:1][C:2]1[CH:7]=[CH:6][C:5]([F:8])=[CH:4][C:3]=1[CH:9]([S:20]([C:23]1[CH:28]=[CH:27][C:26]([F:29])=[CH:25][CH:24]=1)(=[O:22])=[O:21])[C:10]1[C:11]([CH3:19])=[CH:12][C:13]([C:16](O)=[O:17])=[N:14][CH:15]=1.[CH3:30][S:31][CH2:32][CH2:33][CH2:34][NH2:35].ON1C2C=CC=CC=2N=N1.Cl.C(N=C=NCCCN(C)C)C.CN1CCOCC1. The catalyst is C(Cl)Cl. The product is [F:1][C:2]1[CH:7]=[CH:6][C:5]([F:8])=[CH:4][C:3]=1[CH:9]([S:20]([C:23]1[CH:28]=[CH:27][C:26]([F:29])=[CH:25][CH:24]=1)(=[O:22])=[O:21])[C:10]1[C:11]([CH3:19])=[CH:12][C:13]([C:16]([NH:35][CH2:34][CH2:33][CH2:32][S:31][CH3:30])=[O:17])=[N:14][CH:15]=1. The yield is 0.940. (3) The reactants are C(OC(=O)[NH:7][CH2:8][C:9]([CH3:31])([C:11]1[CH:16]=[CH:15][C:14]([CH2:17][C:18](=[O:30])[C:19]2[C:28](=[O:29])[C:27]3[C:22](=[CH:23][CH:24]=[CH:25][CH:26]=3)[NH:21][CH:20]=2)=[CH:13][CH:12]=1)[CH3:10])(C)(C)C.C(O)(C(F)(F)F)=O.[OH-].[Na+]. The catalyst is C(Cl)Cl. The product is [NH2:7][CH2:8][C:9]([C:11]1[CH:16]=[CH:15][C:14]([CH2:17][C:18]([C:19]2[C:28](=[O:29])[C:27]3[C:22](=[CH:23][CH:24]=[CH:25][CH:26]=3)[NH:21][CH:20]=2)=[O:30])=[CH:13][CH:12]=1)([CH3:10])[CH3:31]. The yield is 0.910. (4) The reactants are [CH3:1][C:2]1[O:6][N:5]=[C:4]([C:7]2[CH:12]=[CH:11][CH:10]=[CH:9][CH:8]=2)[C:3]=1[CH2:13][OH:14].[CH2:15]([O:17][C:18](=[O:27])[C:19]1[CH:24]=[CH:23][C:22](O)=[N:21][C:20]=1[CH3:26])[CH3:16]. No catalyst specified. The product is [CH2:15]([O:17][C:18](=[O:27])[C:19]1[CH:24]=[CH:23][C:22]([O:14][CH2:13][C:3]2[C:4]([C:7]3[CH:12]=[CH:11][CH:10]=[CH:9][CH:8]=3)=[N:5][O:6][C:2]=2[CH3:1])=[N:21][C:20]=1[CH3:26])[CH3:16]. The yield is 0.550. (5) The reactants are [NH2:1][CH:2]1[CH2:7][CH2:6][N:5]([C:8]([O:10][C:11]([CH3:14])([CH3:13])[CH3:12])=[O:9])[CH2:4][CH2:3]1.[C:15](Cl)(Cl)=[O:16].[C:19]1(C)[CH:24]=[CH:23][CH:22]=[CH:21][CH:20]=1. The catalyst is ClCCl.C(=O)(O)[O-].[Na+].C(OCC)(=O)C. The product is [CH2:11]([O:10][C:15](=[O:16])[CH2:4][N:5]([C:19]1[CH:20]=[CH:21][CH:22]=[CH:23][CH:24]=1)[C:8](=[O:9])[NH:1][CH:2]1[CH2:3][CH2:4][N:5]([C:8]([O:10][C:11]([CH3:14])([CH3:13])[CH3:12])=[O:9])[CH2:6][CH2:7]1)[CH3:12]. The yield is 0.630. (6) The reactants are C(OC([NH:8][CH2:9][CH2:10][NH:11][C:12]([C:14]1[N:15]([C:34]2[CH:39]=[CH:38][C:37]([O:40][CH:41]([CH3:43])[CH3:42])=[CH:36][CH:35]=2)[C:16]2[C:21](C=1)=[CH:20][C:19]([O:23][C:24]1[CH:29]=[CH:28][C:27]([C:30]([F:33])([F:32])[F:31])=[CH:26][N:25]=1)=[CH:18][CH:17]=2)=[O:13])=O)CCC.[C:44]([O-:47])(O)=[O:45].[Na+].[CH2:49]([Cl:51])Cl. No catalyst specified. The product is [C:27]([O:47][C:44]([NH:8][CH2:9][CH2:10][NH:11][C:12]([C:14]1[N:15]([C:34]2[CH:35]=[CH:36][C:37]([O:40][CH:41]([CH3:43])[CH3:42])=[CH:38][CH:39]=2)[C:16]2[C:21]([C:49]=1[Cl:51])=[CH:20][C:19]([O:23][C:24]1[CH:29]=[CH:28][C:27]([C:30]([F:32])([F:31])[F:33])=[CH:26][N:25]=1)=[CH:18][CH:17]=2)=[O:13])=[O:45])([CH3:30])([CH3:28])[CH3:26]. The yield is 0.830.